Task: Predict the product of the given reaction.. Dataset: Forward reaction prediction with 1.9M reactions from USPTO patents (1976-2016) (1) Given the reactants Cl.[NH2:2][C:3]([NH2:5])=[NH:4].[H-].[Na+].Cl[C:9]1[C:18]2[C:13](=[CH:14][CH:15]=[C:16]([S:19]([NH:22][C:23]3([C:30]([O:32][CH3:33])=[O:31])[CH2:28][CH2:27][N:26]([CH3:29])[CH2:25][CH2:24]3)(=[O:21])=[O:20])[CH:17]=2)[C:12]([Cl:34])=[CH:11][N:10]=1.O, predict the reaction product. The product is: [NH3:2].[Cl:34][C:12]1[C:13]2[C:18](=[CH:17][C:16]([S:19]([NH:22][C:23]3([C:30]([O:32][CH3:33])=[O:31])[CH2:24][CH2:25][N:26]([CH3:29])[CH2:27][CH2:28]3)(=[O:21])=[O:20])=[CH:15][CH:14]=2)[C:9]([NH:4][C:3]([NH2:5])=[NH:2])=[N:10][CH:11]=1. (2) Given the reactants [C:1](Cl)(Cl)=[O:2].C(N(CC)CC)C.[CH3:12][O:13][CH:14]([O:25][CH3:26])[C:15]1[N:24]=[C:23]2[C:18]([CH2:19][CH2:20][CH2:21][NH:22]2)=[CH:17][CH:16]=1.[F:27][C:28]([F:37])([F:36])[C:29]1[CH:30]=[CH:31][C:32]([NH2:35])=[N:33][CH:34]=1, predict the reaction product. The product is: [CH3:26][O:25][CH:14]([O:13][CH3:12])[C:15]1[N:24]=[C:23]2[C:18]([CH2:19][CH2:20][CH2:21][N:22]2[C:1]([NH:35][C:32]2[CH:31]=[CH:30][C:29]([C:28]([F:36])([F:27])[F:37])=[CH:34][N:33]=2)=[O:2])=[CH:17][CH:16]=1.